From a dataset of Full USPTO retrosynthesis dataset with 1.9M reactions from patents (1976-2016). Predict the reactants needed to synthesize the given product. (1) The reactants are: [CH3:1][O:2][C:3]([CH2:5][N:6]1[CH2:15][C:14]2[C:9](=[CH:10][CH:11]=[CH:12][CH:13]=2)[N:8]([CH2:16][C:17]([OH:19])=O)[C:7]1=[O:20])=[O:4].CN(C(ON1N=NC2C=CC=NC1=2)=[N+](C)C)C.F[P-](F)(F)(F)(F)F.[Cl:45][C:46]1[C:47]([O:55][CH3:56])=[CH:48][C:49]([O:53][CH3:54])=[C:50]([NH2:52])[CH:51]=1.CCN(C(C)C)C(C)C. Given the product [CH3:1][O:2][C:3](=[O:4])[CH2:5][N:6]1[CH2:15][C:14]2[C:9](=[CH:10][CH:11]=[CH:12][CH:13]=2)[N:8]([CH2:16][C:17](=[O:19])[NH:52][C:50]2[CH:51]=[C:46]([Cl:45])[C:47]([O:55][CH3:56])=[CH:48][C:49]=2[O:53][CH3:54])[C:7]1=[O:20], predict the reactants needed to synthesize it. (2) The reactants are: [C:1]([OH:7])(=O)[C:2]([CH3:5])([CH3:4])[CH3:3].[CH:8]1([C:11]2[C:12]([O:21][CH2:22][CH:23]3[CH2:25][CH2:24]3)=[CH:13][C:14]([C:17](=[N:19]O)[NH2:18])=[N:15][CH:16]=2)[CH2:10][CH2:9]1. Given the product [C:2]([C:1]1[O:7][N:18]=[C:17]([C:14]2[CH:13]=[C:12]([O:21][CH2:22][CH:23]3[CH2:25][CH2:24]3)[C:11]([CH:8]3[CH2:10][CH2:9]3)=[CH:16][N:15]=2)[N:19]=1)([CH3:5])([CH3:4])[CH3:3], predict the reactants needed to synthesize it.